From a dataset of Full USPTO retrosynthesis dataset with 1.9M reactions from patents (1976-2016). Predict the reactants needed to synthesize the given product. (1) Given the product [C:15]([C:12]1[CH:13]=[CH:14][C:9]([C@@H:8]2[C:3]([C:1]#[N:2])=[C:4]([CH3:44])[N:5]([C:34]3[CH:39]=[CH:38][CH:37]=[C:36]([C:40]([F:41])([F:43])[F:42])[CH:35]=3)[C:6](=[O:33])[N:7]2[C:21]([N:51]2[CH2:52][CH2:53][N:48]([CH2:47][CH2:46][OH:45])[CH2:49][CH2:50]2)=[O:22])=[C:10]([S:17]([CH3:20])(=[O:19])=[O:18])[CH:11]=1)#[N:16], predict the reactants needed to synthesize it. The reactants are: [C:1]([C:3]1[C@@H:8]([C:9]2[CH:14]=[CH:13][C:12]([C:15]#[N:16])=[CH:11][C:10]=2[S:17]([CH3:20])(=[O:19])=[O:18])[N:7]([C:21](OC2C=CC([N+]([O-])=O)=CC=2)=[O:22])[C:6](=[O:33])[N:5]([C:34]2[CH:39]=[CH:38][CH:37]=[C:36]([C:40]([F:43])([F:42])[F:41])[CH:35]=2)[C:4]=1[CH3:44])#[N:2].[OH:45][CH2:46][CH2:47][N:48]1[CH2:53][CH2:52][NH:51][CH2:50][CH2:49]1. (2) Given the product [Cl:8][C:9]1[N:14]=[C:13]([C:15]2[CH:20]=[CH:19][C:18]([Cl:21])=[CH:17][CH:16]=2)[C:12]([O:5][CH2:4][CH:1]2[CH2:3][CH2:2]2)=[CH:11][N:10]=1, predict the reactants needed to synthesize it. The reactants are: [CH:1]1([CH2:4][OH:5])[CH2:3][CH2:2]1.[H-].[Na+].[Cl:8][C:9]1[N:14]=[C:13]([C:15]2[CH:20]=[CH:19][C:18]([Cl:21])=[CH:17][CH:16]=2)[C:12](F)=[CH:11][N:10]=1. (3) Given the product [F:9][C:8]([F:11])([F:10])[C:7]1[CH:6]=[CH:5][CH:4]=[C:3]2[C:2]=1[N:1]=[CH:30][C:29]([C:24]1[CH:25]=[CH:26][CH:27]=[CH:28][C:23]=1[C:22]([F:21])([F:32])[F:33])=[C:12]2[C:14]1[CH:15]=[C:16]([OH:20])[CH:17]=[CH:18][CH:19]=1, predict the reactants needed to synthesize it. The reactants are: [NH2:1][C:2]1[C:7]([C:8]([F:11])([F:10])[F:9])=[CH:6][CH:5]=[CH:4][C:3]=1[C:12]([C:14]1[CH:19]=[CH:18][CH:17]=[C:16]([OH:20])[CH:15]=1)=O.[F:21][C:22]([F:33])([F:32])[C:23]1[CH:28]=[CH:27][CH:26]=[CH:25][C:24]=1[CH2:29][CH:30]=O. (4) Given the product [CH3:28][C:25]([O:24][C:22]([N:19]1[C:20]2[C:16](=[CH:15][CH:14]=[C:13]([NH:12][C:10](=[O:11])[CH2:9][CH2:8][O:7][C:4]([CH3:5])([CH3:3])[CH3:6])[CH:21]=2)[CH:17]=[C:18]1[C:29]([OH:31])=[O:30])=[O:23])([CH3:26])[CH3:27], predict the reactants needed to synthesize it. The reactants are: [OH-].[Li+].[CH3:3][C:4]([O:7][CH2:8][CH2:9][C:10]([NH:12][C:13]1[CH:21]=[C:20]2[C:16]([CH:17]=[C:18]([C:29]([O:31]CC)=[O:30])[N:19]2[C:22]([O:24][C:25]([CH3:28])([CH3:27])[CH3:26])=[O:23])=[CH:15][CH:14]=1)=[O:11])([CH3:6])[CH3:5].CO.O.